Task: Predict the product of the given reaction.. Dataset: Forward reaction prediction with 1.9M reactions from USPTO patents (1976-2016) Given the reactants [CH3:1][O:2][C:3]1[C:14]([O:15][CH3:16])=[CH:13][CH:12]=[CH:11][C:4]=1[CH2:5][NH:6][CH2:7][CH2:8][CH2:9][CH3:10].[OH:17][C:18]1[CH:23]=[CH:22][C:21]([CH2:24][CH2:25][C:26](O)=[O:27])=[CH:20][CH:19]=1.F[B-](F)(F)F.N1(OC(N(C)C)=[N+](C)C)C2C=CC=CC=2N=N1.C(N(C(C)C)CC)(C)C, predict the reaction product. The product is: [CH2:7]([N:6]([CH2:5][C:4]1[CH:11]=[CH:12][CH:13]=[C:14]([O:15][CH3:16])[C:3]=1[O:2][CH3:1])[C:26](=[O:27])[CH2:25][CH2:24][C:21]1[CH:22]=[CH:23][C:18]([OH:17])=[CH:19][CH:20]=1)[CH2:8][CH2:9][CH3:10].